This data is from Reaction yield outcomes from USPTO patents with 853,638 reactions. The task is: Predict the reaction yield, written as a fraction of the theoretical maximum amount of product (1.0 means a 100% yield; for example, 0.34 means a 34% yield). (1) The reactants are S([N:11]1[C:15]2=[N:16][CH:17]=[C:18]([NH:20][NH:21][C:22]([C@@H:24]3[CH2:28][CH2:27][C@H:26]([NH:29][C:30](=[O:36])[O:31][C:32]([CH3:35])([CH3:34])[CH3:33])[CH2:25]3)=O)[N:19]=[C:14]2[CH:13]=[CH:12]1)(C1C=CC(C)=CC=1)(=O)=O.O=S(Cl)Cl.C([O-])([O-])=O.[Na+].[Na+].O. The catalyst is O1CCOCC1.CCOC(C)=O. The product is [C:22]1([C@@H:24]2[CH2:28][CH2:27][C@H:26]([NH:29][C:30](=[O:36])[O:31][C:32]([CH3:35])([CH3:34])[CH3:33])[CH2:25]2)[N:19]2[C:14]3[CH:13]=[CH:12][NH:11][C:15]=3[N:16]=[CH:17][C:18]2=[N:20][N:21]=1. The yield is 0.860. (2) The reactants are [CH2:1]([O:8][C:9](=[O:32])[C@@H:10](NC(=O)[C@@H](NC(OC(C)(C)C)=O)C)[CH2:11][CH2:12][C:13]1[CH:18]=[CH:17][CH:16]=[CH:15][CH:14]=1)[C:2]1[CH:7]=[CH:6][CH:5]=[CH:4][CH:3]=1.FC(F)(F)C(O)=[O:36].[CH:40]([N:43](CC)C(C)C)([CH3:42])[CH3:41].[CH2:49]1[C:57]2[C:52](=[CH:53][CH:54]=[CH:55][CH:56]=2)[CH2:51][CH:50]1[C:58]([OH:60])=O.CN(C(ON1N=NC2C=CC=NC1=2)=[N+](C)C)C.F[P-](F)(F)(F)(F)F. The catalyst is ClCCl. The product is [CH2:1]([O:8][C:9](=[O:32])[C@H:10]([C:41](=[O:36])[C@@H:40]([NH:43][C:58]([CH:50]1[CH2:49][C:57]2[C:52](=[CH:53][CH:54]=[CH:55][CH:56]=2)[CH2:51]1)=[O:60])[CH3:42])[CH2:11][CH2:12][C:13]1[CH:14]=[CH:15][CH:16]=[CH:17][CH:18]=1)[C:2]1[CH:3]=[CH:4][CH:5]=[CH:6][CH:7]=1. The yield is 0.980. (3) The reactants are [CH2:1]1[C:3]2([CH2:8][CH2:7][CH2:6][C:5](=[O:9])[CH2:4]2)[CH2:2]1.[Li+].[CH3:11][Si]([N-][Si](C)(C)C)(C)C.IC. The catalyst is C1COCC1. The product is [CH3:11][CH:6]1[CH2:7][CH2:8][C:3]2([CH2:2][CH2:1]2)[CH2:4][C:5]1=[O:9]. The yield is 0.350. (4) The reactants are CN(C)/[CH:3]=[CH:4]/[C:5]([C:7]1[CH:17]=[CH:16][C:10]([C:11]([O:13][CH2:14][CH3:15])=[O:12])=[CH:9][CH:8]=1)=O.C(=O)([O-])[O-].[K+].[K+].[C:25]([NH:28][C:29]1[CH:37]=[CH:36][C:32]([C:33]([NH2:35])=[O:34])=[CH:31][CH:30]=1)(=[NH:27])[NH2:26]. The catalyst is CCOCC. The product is [C:33]([C:32]1[CH:36]=[CH:37][C:29]([NH:28][C:25]2[N:26]=[C:5]([C:7]3[CH:17]=[CH:16][C:10]([C:11]([O:13][CH2:14][CH3:15])=[O:12])=[CH:9][CH:8]=3)[CH:4]=[CH:3][N:27]=2)=[CH:30][CH:31]=1)(=[O:34])[NH2:35]. The yield is 0.460. (5) The reactants are [Br:1][Si](C)(C)C.[Cl:6][C:7]1[CH:8]=[C:9]2[C:13](=[CH:14][CH:15]=1)[N:12]([CH3:16])[CH:11]=[C:10]2[CH2:17][CH2:18][C:19]([O:21][CH3:22])=[O:20].C(=O)([O-])[O-].[Na+].[Na+]. The catalyst is CS(C)=O. The product is [Br:1][C:11]1[N:12]([CH3:16])[C:13]2[C:9]([C:10]=1[CH2:17][CH2:18][C:19]([O:21][CH3:22])=[O:20])=[CH:8][C:7]([Cl:6])=[CH:15][CH:14]=2. The yield is 0.530. (6) The reactants are [CH3:1][S:2][C:3]1[CH:8]=[C:7]([C:9]2[S:10][C:11]3[CH:19]=[CH:18][CH:17]=[CH:16][C:12]=3[C:13](=[O:15])[N:14]=2)[N:6]=[C:5]([CH2:20][CH2:21][C:22]([O:24][C:25]([CH3:28])([CH3:27])[CH3:26])=[O:23])[CH:4]=1.ClC1C=CC=C(C(OO)=[O:37])C=1. The catalyst is C(Cl)(Cl)Cl. The product is [CH3:1][S:2]([C:3]1[CH:8]=[C:7]([C:9]2[S:10][C:11]3[CH:19]=[CH:18][CH:17]=[CH:16][C:12]=3[C:13](=[O:15])[N:14]=2)[N:6]=[C:5]([CH2:20][CH2:21][C:22]([O:24][C:25]([CH3:28])([CH3:27])[CH3:26])=[O:23])[CH:4]=1)=[O:37]. The yield is 0.910. (7) The reactants are Br[C:2]1[CH:7]=[CH:6][CH:5]=[CH:4][N:3]=1.[CH2:8]([C:12]1[S:13][C:14]2[C:20]([Cl:21])=[CH:19][CH:18]=[C:17]([F:22])[C:15]=2[N:16]=1)[CH2:9][C:10]#[CH:11]. The product is [Cl:21][C:20]1[C:14]2[S:13][C:12]([CH2:8][CH2:9][C:10]#[C:11][C:2]3[CH:7]=[CH:6][CH:5]=[CH:4][N:3]=3)=[N:16][C:15]=2[C:17]([F:22])=[CH:18][CH:19]=1. No catalyst specified. The yield is 0.110.